Predict the reactants needed to synthesize the given product. From a dataset of Full USPTO retrosynthesis dataset with 1.9M reactions from patents (1976-2016). (1) Given the product [NH2:6][C:5]1[CH:4]=[CH:3][C:2]([Cl:1])=[CH:15][C:14]=1[C:20]([C:19]1[CH:23]=[CH:24][CH:25]=[CH:26][C:18]=1[C:17]([F:16])([F:27])[F:28])=[O:21], predict the reactants needed to synthesize it. The reactants are: [Cl:1][C:2]1[CH:15]=[CH:14][C:5]([NH:6]C(OC(C)(C)C)=O)=[CH:4][CH:3]=1.[F:16][C:17]([F:28])([F:27])[C:18]1[CH:26]=[CH:25][CH:24]=[CH:23][C:19]=1[C:20](Cl)=[O:21]. (2) Given the product [Cl:8][C:5]1[CH:6]=[CH:7][C:2]2[N:1]=[C:12]([C:14]3[CH:19]=[CH:18][C:17]([NH:20][C:21](=[O:23])[CH3:22])=[CH:16][CH:15]=3)[CH2:11][O:9][C:3]=2[CH:4]=1, predict the reactants needed to synthesize it. The reactants are: [NH2:1][C:2]1[CH:7]=[CH:6][C:5]([Cl:8])=[CH:4][C:3]=1[OH:9].Br[CH2:11][C:12]([C:14]1[CH:19]=[CH:18][C:17]([NH:20][C:21](=[O:23])[CH3:22])=[CH:16][CH:15]=1)=O.